Dataset: Peptide-MHC class II binding affinity with 134,281 pairs from IEDB. Task: Regression. Given a peptide amino acid sequence and an MHC pseudo amino acid sequence, predict their binding affinity value. This is MHC class II binding data. (1) The peptide sequence is PQVKYAVFEAALTKA. The MHC is HLA-DPA10103-DPB10401 with pseudo-sequence HLA-DPA10103-DPB10401. The binding affinity (normalized) is 0.643. (2) The peptide sequence is QWAQDLTLPWQSGSG. The MHC is HLA-DQA10201-DQB10402 with pseudo-sequence HLA-DQA10201-DQB10402. The binding affinity (normalized) is 0.